Dataset: Catalyst prediction with 721,799 reactions and 888 catalyst types from USPTO. Task: Predict which catalyst facilitates the given reaction. Reactant: [CH:1]1[CH:20]=[CH:19][C:17](=[O:18])/[C:3](=[CH:4]\[NH:5][CH2:6][CH2:7][NH:8]/[CH:9]=[C:10]2\[C:11]([CH:13]=[CH:14][CH:15]=[CH:16]\2)=[O:12])/[CH:2]=1.O. Product: [CH:4](=[N:5][CH2:6][CH2:7][N:8]=[CH:9][C:10]1[C:11](=[CH:13][CH:14]=[CH:15][CH:16]=1)[OH:12])[C:3]1[C:17](=[CH:19][CH:20]=[CH:1][CH:2]=1)[OH:18]. The catalyst class is: 15.